Predict the product of the given reaction. From a dataset of Forward reaction prediction with 1.9M reactions from USPTO patents (1976-2016). (1) Given the reactants [CH2:1]([O:3][C:4](=[O:17])[C:5]([C:10]1[CH:15]=[CH:14][CH:13]=[C:12]([Br:16])[N:11]=1)([CH2:8][OH:9])[CH2:6][OH:7])[CH3:2].C(N(C(C)C)CC)(C)C.[CH3:27][O:28][CH2:29]Cl.C1[CH2:35][O:34][CH2:33]C1, predict the reaction product. The product is: [CH2:1]([O:3][C:4](=[O:17])[C:5]([C:10]1[CH:15]=[CH:14][CH:13]=[C:12]([Br:16])[N:11]=1)([CH2:8][O:9][CH2:33][O:34][CH3:35])[CH2:6][O:7][CH2:27][O:28][CH3:29])[CH3:2]. (2) Given the reactants [NH2:1][CH2:2][C:3]1[CH:4]=[C:5]2[C:9](=[CH:10][CH:11]=1)[C:8](=[O:12])[N:7]([CH:13]1[CH2:18][CH2:17][C:16](=[O:19])[NH:15][C:14]1=[O:20])[CH2:6]2.S(O)(=O)(=O)C.[F:26][C:27]([F:38])([C:31]1([OH:37])[CH2:36][CH2:35][CH2:34][CH2:33][CH2:32]1)[C:28](O)=[O:29].C(N(C(C)C)CC)(C)C.F[P-](F)(F)(F)(F)F.CN(C(N(C)C)=[N+]1C2C(=NC=CC=2)[N+]([O-])=N1)C, predict the reaction product. The product is: [O:20]=[C:14]1[CH:13]([N:7]2[CH2:6][C:5]3[C:9](=[CH:10][CH:11]=[C:3]([CH2:2][NH:1][C:28](=[O:29])[C:27]([F:26])([F:38])[C:31]4([OH:37])[CH2:36][CH2:35][CH2:34][CH2:33][CH2:32]4)[CH:4]=3)[C:8]2=[O:12])[CH2:18][CH2:17][C:16](=[O:19])[NH:15]1. (3) Given the reactants Cl[C:2]1[CH:3]=[C:4]([NH:10][C@H:11]2[CH2:15][CH2:14][N:13]([C:16]([O:18][C:19]([CH3:22])([CH3:21])[CH3:20])=[O:17])[CH2:12]2)[CH:5]=[CH:6][C:7]=1[C:8]#[N:9].CC([O-])=O.[K+], predict the reaction product. The product is: [C:8]([C:7]1[CH:2]=[CH:3][C:4]([NH:10][C@H:11]2[CH2:15][CH2:14][N:13]([C:16]([O:18][C:19]([CH3:22])([CH3:21])[CH3:20])=[O:17])[CH2:12]2)=[CH:5][CH:6]=1)#[N:9]. (4) The product is: [Br:1][C:2]1[CH:7]=[CH:6][C:5]([Cl:8])=[CH:4][C:3]=1[CH2:9][C:10]([NH:25][CH2:22][C:23]#[CH:24])=[O:12]. Given the reactants [Br:1][C:2]1[CH:7]=[CH:6][C:5]([Cl:8])=[CH:4][C:3]=1[CH2:9][C:10]([OH:12])=O.CCN(C(C)C)C(C)C.[CH2:22]([NH2:25])[C:23]#[CH:24].C(P1(=O)OP(CCC)(=O)OP(CCC)(=O)O1)CC, predict the reaction product. (5) Given the reactants CN(C(ON1N=NC2C=CC=NC1=2)=[N+](C)C)C.F[P-](F)(F)(F)(F)F.[Cl:25][C:26]1[N:30]2[CH:31]=[C:32]([C:39]3[O:40][CH:41]=[CH:42][CH:43]=3)[CH:33]=[C:34]([C:35]([F:38])([F:37])[F:36])[C:29]2=[N:28][C:27]=1[C:44]([OH:46])=O.[C:47]1([N:53]2[CH2:58][CH2:57][NH:56][CH2:55][CH2:54]2)[CH:52]=[CH:51][CH:50]=[CH:49][CH:48]=1, predict the reaction product. The product is: [Cl:25][C:26]1[N:30]2[CH:31]=[C:32]([C:39]3[O:40][CH:41]=[CH:42][CH:43]=3)[CH:33]=[C:34]([C:35]([F:38])([F:36])[F:37])[C:29]2=[N:28][C:27]=1[C:44]([N:56]1[CH2:57][CH2:58][N:53]([C:47]2[CH:52]=[CH:51][CH:50]=[CH:49][CH:48]=2)[CH2:54][CH2:55]1)=[O:46]. (6) Given the reactants [CH3:1][O:2][C:3]1[C:11]2[O:10][C:9]([CH3:13])([CH3:12])[CH2:8][C:7]=2[CH:6]=[C:5]([C:14]2[C:15]([CH3:27])([CH3:26])[C:16](=[O:25])[N:17]([CH:19]3[CH2:24][CH2:23][NH:22][CH2:21][CH2:20]3)[N:18]=2)[CH:4]=1.[CH3:28][C:29]1[CH:30]=[C:31]([S:35](Cl)(=[O:37])=[O:36])[CH:32]=[CH:33][CH:34]=1, predict the reaction product. The product is: [CH3:1][O:2][C:3]1[C:11]2[O:10][C:9]([CH3:13])([CH3:12])[CH2:8][C:7]=2[CH:6]=[C:5]([C:14]2[C:15]([CH3:27])([CH3:26])[C:16](=[O:25])[N:17]([CH:19]3[CH2:24][CH2:23][N:22]([S:35]([C:31]4[CH:32]=[CH:33][CH:34]=[C:29]([CH3:28])[CH:30]=4)(=[O:37])=[O:36])[CH2:21][CH2:20]3)[N:18]=2)[CH:4]=1. (7) Given the reactants [F:1][C:2]1[CH:7]=[CH:6][C:5]([CH2:8][N:9]([CH3:26])[CH2:10][CH2:11][C:12]2[CH:13]=[N:14][N:15]([C:17]3[CH:22]=[C:21]([C:23]([OH:25])=O)[CH:20]=[CH:19][N:18]=3)[CH:16]=2)=[CH:4][CH:3]=1.[N:27]#[C:28][NH2:29].CN(C(ON1N=NC2C=CC=NC1=2)=[N+](C)C)C.F[P-](F)(F)(F)(F)F.CCN(C(C)C)C(C)C, predict the reaction product. The product is: [C:28]([NH:29][C:23]([C:21]1[CH:20]=[CH:19][N:18]=[C:17]([N:15]2[CH:16]=[C:12]([CH2:11][CH2:10][N:9]([CH2:8][C:5]3[CH:4]=[CH:3][C:2]([F:1])=[CH:7][CH:6]=3)[CH3:26])[CH:13]=[N:14]2)[CH:22]=1)=[O:25])#[N:27]. (8) Given the reactants [CH3:1][C:2]([CH3:9])([CH3:8])[C:3](=O)[CH2:4][C:5]#[N:6].[ClH:10].[CH2:11]([C:13]1[CH:18]=[CH:17][C:16]([NH:19][NH2:20])=[CH:15][CH:14]=1)[CH3:12], predict the reaction product. The product is: [ClH:10].[C:2]([C:3]1[CH:4]=[C:5]([NH2:6])[N:19]([C:16]2[CH:17]=[CH:18][C:13]([CH2:11][CH3:12])=[CH:14][CH:15]=2)[N:20]=1)([CH3:9])([CH3:8])[CH3:1]. (9) Given the reactants Br[C:2]1[CH:3]=[C:4]([CH:8]([N:12]2[CH:16]=[C:15]([C:17]3[C:18]4[CH:25]=[CH:24][N:23]([CH2:26][O:27][CH2:28][CH2:29][Si:30]([CH3:33])([CH3:32])[CH3:31])[C:19]=4[N:20]=[CH:21][N:22]=3)[CH:14]=[N:13]2)[CH2:9][C:10]#[N:11])[CH:5]=[N:6][CH:7]=1.O1CCOCC1.CCN(C(C)C)C(C)C.[C:49]1([SH:55])[CH:54]=[CH:53][CH:52]=[CH:51][CH:50]=1, predict the reaction product. The product is: [C:49]1([S:55][C:2]2[CH:3]=[C:4]([CH:8]([N:12]3[CH:16]=[C:15]([C:17]4[C:18]5[CH:25]=[CH:24][N:23]([CH2:26][O:27][CH2:28][CH2:29][Si:30]([CH3:33])([CH3:32])[CH3:31])[C:19]=5[N:20]=[CH:21][N:22]=4)[CH:14]=[N:13]3)[CH2:9][C:10]#[N:11])[CH:5]=[N:6][CH:7]=2)[CH:54]=[CH:53][CH:52]=[CH:51][CH:50]=1. (10) The product is: [OH:58][C:33]([CH2:34][CH2:35][CH2:36][CH2:39][C@H:40]1[C@@H:41]2[C@@H:4]([NH:5][C:44]([NH:43]2)=[O:45])[CH2:2][S:46]1)=[O:32]. Given the reactants C[CH:2]([CH2:4][N:5]1C(=O)N(C)C(=O)C2N=CNC1=2)C.CC1C(C)=C2OC(C[O:32][C:33]3[CH:34]=[CH:35][C:36]([CH2:39][CH:40]4[S:46][C:44](=[O:45])[NH:43][C:41]4=O)=CC=3)(C)CCC2=C(C)C=1O.CCC1C=CC(CC[O:58]C2C=CC(CC3SC(=O)NC3=O)=CC=2)=NC=1.C1C=CC(F)=C(COC2C=CC3C=C(CC4SC(=O)NC4=O)C=CC=3C=2)C=1.CN(C1C=CC=CN=1)CCOC1C=CC(CC2SC(=O)NC2=O)=CC=1.CC1OC(C2C=CC=CC=2)=NC=1CCC(C1C=CC(CC2SC(=O)NC2=O)=CC=1)=O.CC1OC(C2C=CC=CC=2)=NC=1CCOC1C=CC(C[C@H](NC2C=CC=CC=2C(C2C=CC=CC=2)=O)C(O)=O)=CC=1, predict the reaction product.